The task is: Regression. Given two drug SMILES strings and cell line genomic features, predict the synergy score measuring deviation from expected non-interaction effect.. This data is from NCI-60 drug combinations with 297,098 pairs across 59 cell lines. (1) Drug 1: CC1=C(C=C(C=C1)NC2=NC=CC(=N2)N(C)C3=CC4=NN(C(=C4C=C3)C)C)S(=O)(=O)N.Cl. Drug 2: C1=CC(=CC=C1CCC2=CNC3=C2C(=O)NC(=N3)N)C(=O)NC(CCC(=O)O)C(=O)O. Cell line: NCI-H460. Synergy scores: CSS=20.7, Synergy_ZIP=0.224, Synergy_Bliss=-4.49, Synergy_Loewe=-29.6, Synergy_HSA=-6.26. (2) Drug 2: CN1CCC(CC1)COC2=C(C=C3C(=C2)N=CN=C3NC4=C(C=C(C=C4)Br)F)OC. Synergy scores: CSS=-3.85, Synergy_ZIP=3.30, Synergy_Bliss=-0.184, Synergy_Loewe=-4.55, Synergy_HSA=-4.51. Cell line: SF-268. Drug 1: CC1=C(C=C(C=C1)NC2=NC=CC(=N2)N(C)C3=CC4=NN(C(=C4C=C3)C)C)S(=O)(=O)N.Cl. (3) Drug 1: CC1=CC2C(CCC3(C2CCC3(C(=O)C)OC(=O)C)C)C4(C1=CC(=O)CC4)C. Drug 2: CC1C(C(CC(O1)OC2CC(OC(C2O)C)OC3=CC4=CC5=C(C(=O)C(C(C5)C(C(=O)C(C(C)O)O)OC)OC6CC(C(C(O6)C)O)OC7CC(C(C(O7)C)O)OC8CC(C(C(O8)C)O)(C)O)C(=C4C(=C3C)O)O)O)O. Cell line: SR. Synergy scores: CSS=48.7, Synergy_ZIP=37.2, Synergy_Bliss=36.8, Synergy_Loewe=27.1, Synergy_HSA=36.4. (4) Drug 1: CC1CCC2CC(C(=CC=CC=CC(CC(C(=O)C(C(C(=CC(C(=O)CC(OC(=O)C3CCCCN3C(=O)C(=O)C1(O2)O)C(C)CC4CCC(C(C4)OC)OCCO)C)C)O)OC)C)C)C)OC. Drug 2: CN(CCCl)CCCl.Cl. Cell line: SNB-19. Synergy scores: CSS=18.3, Synergy_ZIP=-8.87, Synergy_Bliss=-7.63, Synergy_Loewe=-13.8, Synergy_HSA=-6.67. (5) Drug 1: CC1=C(C=C(C=C1)C(=O)NC2=CC(=CC(=C2)C(F)(F)F)N3C=C(N=C3)C)NC4=NC=CC(=N4)C5=CN=CC=C5. Drug 2: N.N.Cl[Pt+2]Cl. Cell line: UACC62. Synergy scores: CSS=54.9, Synergy_ZIP=-1.90, Synergy_Bliss=-2.03, Synergy_Loewe=-3.59, Synergy_HSA=0.164. (6) Drug 1: CC12CCC(CC1=CCC3C2CCC4(C3CC=C4C5=CN=CC=C5)C)O. Drug 2: C1=C(C(=O)NC(=O)N1)N(CCCl)CCCl. Cell line: NCIH23. Synergy scores: CSS=38.9, Synergy_ZIP=-1.08, Synergy_Bliss=0.468, Synergy_Loewe=-4.83, Synergy_HSA=0.462.